This data is from Full USPTO retrosynthesis dataset with 1.9M reactions from patents (1976-2016). The task is: Predict the reactants needed to synthesize the given product. Given the product [CH3:21][N:22]1[C:8]2[CH:14]=[C:4]([N+:1]([O-:3])=[O:2])[CH:5]=[CH:6][C:7]=2[S:12][CH2:17][C:24]1=[O:25], predict the reactants needed to synthesize it. The reactants are: [N+:1]([C:4]1[CH:5]=[CH:6][C:7]2[S:12]NC(=O)C[C:8]=2[CH:14]=1)([O-:3])=[O:2].[H-].[Na+].[CH3:17]I.CO.[CH3:21][N:22]([CH:24]=[O:25])C.